The task is: Predict the product of the given reaction.. This data is from Forward reaction prediction with 1.9M reactions from USPTO patents (1976-2016). (1) Given the reactants C([O-])([O-])=O.[K+].[K+].[SH:7][C:8]1[CH:17]=[CH:16][C:11]([C:12]([O:14][CH3:15])=[O:13])=[CH:10][CH:9]=1.Br[CH2:19][CH:20]([CH3:22])[CH3:21], predict the reaction product. The product is: [CH2:19]([S:7][C:8]1[CH:9]=[CH:10][C:11]([C:12]([O:14][CH3:15])=[O:13])=[CH:16][CH:17]=1)[CH:20]([CH3:22])[CH3:21]. (2) The product is: [C:17]([O:16][C:14](=[O:15])[CH2:13][N:7]1[CH2:6][CH2:5][C:4]2[C:9](=[CH:10][CH:11]=[C:2]([Br:1])[CH:3]=2)[CH2:8]1)([CH3:20])([CH3:19])[CH3:18]. Given the reactants [Br:1][C:2]1[CH:3]=[C:4]2[C:9](=[CH:10][CH:11]=1)[CH2:8][NH:7][CH2:6][CH2:5]2.Br[CH2:13][C:14]([O:16][C:17]([CH3:20])([CH3:19])[CH3:18])=[O:15].C(=O)([O-])[O-].[Na+].[Na+].[Na+].[I-], predict the reaction product. (3) Given the reactants [C:1]1([N:7]2[C:11]([CH2:12][CH2:13][CH:14]=O)=[CH:10][C:9]([CH:16]([CH3:18])[CH3:17])=[N:8]2)[CH:6]=[CH:5][CH:4]=[CH:3][CH:2]=1.[F:19][C:20]1[CH:25]=[CH:24][CH:23]=[CH:22][C:21]=1[N:26]1[CH2:31][CH2:30][NH:29][CH2:28][CH2:27]1.CCN(C(C)C)C(C)C.[BH-](OC(C)=O)(OC(C)=O)OC(C)=O.[Na+], predict the reaction product. The product is: [F:19][C:20]1[CH:25]=[CH:24][CH:23]=[CH:22][C:21]=1[N:26]1[CH2:31][CH2:30][N:29]([CH2:14][CH2:13][CH2:12][C:11]2[N:7]([C:1]3[CH:6]=[CH:5][CH:4]=[CH:3][CH:2]=3)[N:8]=[C:9]([CH:16]([CH3:18])[CH3:17])[CH:10]=2)[CH2:28][CH2:27]1. (4) Given the reactants [N+:1]([C:4]1[CH:9]=[CH:8][C:7]([C:10]2[NH:11][C:12]3[CH:18]=[CH:17][C:16]([N+:19]([O-])=O)=[CH:15][C:13]=3[N:14]=2)=[CH:6][CH:5]=1)([O-])=O, predict the reaction product. The product is: [NH2:1][C:4]1[CH:5]=[CH:6][C:7]([C:10]2[NH:14][C:13]3[CH:15]=[C:16]([NH2:19])[CH:17]=[CH:18][C:12]=3[N:11]=2)=[CH:8][CH:9]=1. (5) Given the reactants [NH2:1][C:2]1[CH:3]=[C:4]([C:8]([C:10]2[CH:11]=[C:12]3[C:17](=[CH:18][CH:19]=2)[N:16]=[CH:15][C:14]([C:20]2[CH:21]=[N:22][CH:23]=[CH:24][CH:25]=2)=[N:13]3)=[O:9])[CH:5]=[CH:6][CH:7]=1.[Cl:26][C:27]1[CH:35]=[CH:34][C:30]([C:31](O)=[O:32])=[CH:29][C:28]=1[C:36]([F:39])([F:38])[F:37].CN(C(ON1N=NC2C=CC=NC1=2)=[N+](C)C)C.F[P-](F)(F)(F)(F)F.CCN(C(C)C)C(C)C, predict the reaction product. The product is: [Cl:26][C:27]1[CH:35]=[CH:34][C:30]([C:31]([NH:1][C:2]2[CH:7]=[CH:6][CH:5]=[C:4]([C:8]([C:10]3[CH:11]=[C:12]4[C:17](=[CH:18][CH:19]=3)[N:16]=[CH:15][C:14]([C:20]3[CH:21]=[N:22][CH:23]=[CH:24][CH:25]=3)=[N:13]4)=[O:9])[CH:3]=2)=[O:32])=[CH:29][C:28]=1[C:36]([F:37])([F:38])[F:39]. (6) Given the reactants [CH2:1]([C:8]1[CH:9]=[N:10][C:11]2[C:16]([C:17]=1[C:18]1[CH:19]=[C:20]([NH2:24])[CH:21]=[CH:22][CH:23]=1)=[CH:15][CH:14]=[CH:13][C:12]=2[C:25]([F:28])([F:27])[F:26])[C:2]1[CH:7]=[CH:6][CH:5]=[CH:4][CH:3]=1.[Br:29][C:30]1[CH:31]=[CH:32][C:33]([F:38])=[C:34]([CH:37]=1)[CH:35]=O, predict the reaction product. The product is: [CH2:1]([C:8]1[CH:9]=[N:10][C:11]2[C:16]([C:17]=1[C:18]1[CH:19]=[C:20]([NH:24][CH2:35][C:34]3[CH:37]=[C:30]([Br:29])[CH:31]=[CH:32][C:33]=3[F:38])[CH:21]=[CH:22][CH:23]=1)=[CH:15][CH:14]=[CH:13][C:12]=2[C:25]([F:28])([F:26])[F:27])[C:2]1[CH:3]=[CH:4][CH:5]=[CH:6][CH:7]=1.